Task: Predict the product of the given reaction.. Dataset: Forward reaction prediction with 1.9M reactions from USPTO patents (1976-2016) (1) Given the reactants [CH3:1][C:2]1[C:3]([C:24]([NH2:26])=[O:25])=[N:4][C:5]([C:9]2[CH:14]=[CH:13][C:12](B3OC(C)(C)C(C)(C)O3)=[CH:11][CH:10]=2)=[C:6]([CH3:8])[N:7]=1.P([O-])([O-])([O-])=O.[K+].[K+].[K+].[Cl:35][C:36]1[CH:37]=[C:38]([CH2:50][C:51]([O:53][CH3:54])=[O:52])[CH:39]=[CH:40][C:41]=1OS(C(F)(F)F)(=O)=O, predict the reaction product. The product is: [C:24]([C:3]1[N:4]=[C:5]([C:9]2[CH:10]=[CH:11][C:12]([C:41]3[CH:40]=[CH:39][C:38]([CH2:50][C:51]([O:53][CH3:54])=[O:52])=[CH:37][C:36]=3[Cl:35])=[CH:13][CH:14]=2)[C:6]([CH3:8])=[N:7][C:2]=1[CH3:1])(=[O:25])[NH2:26]. (2) The product is: [CH2:1]([O:17][C@H:18]1[C@H:22]([O:23][CH2:24][CH2:25][CH2:26][CH2:27][CH2:28][CH2:29][CH2:30][CH2:31]/[CH:32]=[CH:33]\[CH2:34][CH2:35][CH2:36][CH2:37][CH2:38][CH3:39])[CH2:21][N:20]([CH3:42])[CH2:19]1)[CH2:2][CH2:3][CH2:4][CH2:5][CH2:6][CH2:7][CH2:8]/[CH:9]=[CH:10]\[CH2:11][CH2:12][CH2:13][CH2:14][CH2:15][CH3:16]. Given the reactants [CH2:1]([O:17][C@H:18]1[C@H:22]([O:23][CH2:24][CH2:25][CH2:26][CH2:27][CH2:28][CH2:29][CH2:30][CH2:31]/[CH:32]=[CH:33]\[CH2:34][CH2:35][CH2:36][CH2:37][CH2:38][CH3:39])[CH2:21][NH:20][CH2:19]1)[CH2:2][CH2:3][CH2:4][CH2:5][CH2:6][CH2:7][CH2:8]/[CH:9]=[CH:10]\[CH2:11][CH2:12][CH2:13][CH2:14][CH2:15][CH3:16].C=O.[C:42](O[BH-](OC(=O)C)OC(=O)C)(=O)C.[Na+], predict the reaction product.